This data is from Forward reaction prediction with 1.9M reactions from USPTO patents (1976-2016). The task is: Predict the product of the given reaction. (1) Given the reactants [Cl-].O[NH3+:3].[C:4](=[O:7])([O-])[OH:5].[Na+].CS(C)=O.[CH2:13]([C:17]1[N:18]=[C:19]([CH3:42])[N:20]([CH:39]([CH3:41])[CH3:40])[C:21](=[O:38])[C:22]=1[CH2:23][C:24]1[CH:29]=[CH:28][C:27]([C:30]2[C:31]([C:36]#[N:37])=[CH:32][CH:33]=[CH:34][CH:35]=2)=[CH:26][CH:25]=1)[CH2:14][CH2:15][CH3:16], predict the reaction product. The product is: [CH2:13]([C:17]1[N:18]=[C:19]([CH3:42])[N:20]([CH:39]([CH3:41])[CH3:40])[C:21](=[O:38])[C:22]=1[CH2:23][C:24]1[CH:29]=[CH:28][C:27]([C:30]2[CH:35]=[CH:34][CH:33]=[CH:32][C:31]=2[C:36]2[NH:3][C:4](=[O:7])[O:5][N:37]=2)=[CH:26][CH:25]=1)[CH2:14][CH2:15][CH3:16]. (2) The product is: [CH3:21][O:22][C:23](=[O:34])[C:24]1[CH:29]=[C:28]([C:30]#[N:31])[CH:27]=[CH:26][C:25]=1[CH2:32][N:9]1[CH:8]([C:3]2[C:2]([CH3:1])=[CH:7][CH:6]=[CH:5][N:4]=2)[CH2:13][CH2:12][CH2:11][CH:10]1[C:14]1[C:19]([CH3:20])=[CH:18][CH:17]=[CH:16][N:15]=1. Given the reactants [CH3:1][C:2]1[C:3]([CH:8]2[CH2:13][CH2:12][CH2:11][CH:10]([C:14]3[C:19]([CH3:20])=[CH:18][CH:17]=[CH:16][N:15]=3)[NH:9]2)=[N:4][CH:5]=[CH:6][CH:7]=1.[CH3:21][O:22][C:23](=[O:34])[C:24]1[CH:29]=[C:28]([C:30]#[N:31])[CH:27]=[CH:26][C:25]=1[CH2:32]Br.CCN(C(C)C)C(C)C, predict the reaction product. (3) Given the reactants [CH3:1][C:2]1[CH:9]=[C:8]([O:10][CH2:11][C:12]2[S:16][C:15]([C:17]3[CH:22]=[CH:21][C:20]([C:23]([F:26])([F:25])[F:24])=[CH:19][CH:18]=3)=[N:14][C:13]=2[CH2:27][O:28][CH:29]2[CH2:34][CH2:33][CH2:32][CH2:31][O:30]2)[CH:7]=[CH:6][C:3]=1[C:4]#[N:5].Cl.[NH2:36][OH:37].C(N(CC)CC)C.[O:45]1CCC[CH2:46]1, predict the reaction product. The product is: [CH3:1][C:2]1[CH:9]=[C:8]([O:10][CH2:11][C:12]2[S:16][C:15]([C:17]3[CH:18]=[CH:19][C:20]([C:23]([F:25])([F:26])[F:24])=[CH:21][CH:22]=3)=[N:14][C:13]=2[CH2:27][O:28][CH:29]2[CH2:34][CH2:33][CH2:32][CH2:31][O:30]2)[CH:7]=[CH:6][C:3]=1[C:4]1[NH:5][C:46](=[O:45])[O:37][N:36]=1.